Dataset: Forward reaction prediction with 1.9M reactions from USPTO patents (1976-2016). Task: Predict the product of the given reaction. (1) Given the reactants [CH:1]1([C:7]2[C:15]3[C:10](=[CH:11][C:12]([C:16]([O:18][CH3:19])=[O:17])=[CH:13][CH:14]=3)[N:9]([CH2:20][CH:21]([O:24][CH3:25])[O:22][CH3:23])[C:8]=2[C:26]2[CH:31]=[CH:30][CH:29]=[CH:28][C:27]=2[CH:32]=O)[CH2:6][CH2:5][CH2:4][CH2:3][CH2:2]1.[CH3:34][N:35]([CH3:39])[CH2:36][CH2:37][NH2:38].C(O)(=O)C.[BH4-].[Na+], predict the reaction product. The product is: [CH:1]1([C:7]2[C:15]3[C:10](=[CH:11][C:12]([C:16]([O:18][CH3:19])=[O:17])=[CH:13][CH:14]=3)[N:9]([CH2:20][CH:21]([O:24][CH3:25])[O:22][CH3:23])[C:8]=2[C:26]2[CH:31]=[CH:30][CH:29]=[CH:28][C:27]=2[CH2:32][NH:38][CH2:37][CH2:36][N:35]([CH3:39])[CH3:34])[CH2:2][CH2:3][CH2:4][CH2:5][CH2:6]1. (2) The product is: [ClH:17].[ClH:17].[CH3:1][S:2]([CH2:5][CH2:6][CH2:7][CH:8]1[CH2:13][CH2:12][NH:11][CH2:10][CH2:9]1)(=[O:4])=[O:3]. Given the reactants [CH3:1][S:2]([CH2:5][CH2:6][CH2:7][C:8]1[CH:13]=[CH:12][N:11]=[CH:10][CH:9]=1)(=[O:4])=[O:3].C(O)C.[ClH:17], predict the reaction product. (3) Given the reactants C[Li].[CH3:3]C1(C)CCCC(C)(C)N1.[CH2:13]([O:15][C:16]1[C:17]([F:27])=[C:18]([CH:21]=[CH:22][C:23]=1[O:24][CH2:25][CH3:26])[C:19]#[N:20])[CH3:14].CI, predict the reaction product. The product is: [CH2:13]([O:15][C:16]1[C:17]([F:27])=[C:18]([C:21]([CH3:3])=[CH:22][C:23]=1[O:24][CH2:25][CH3:26])[C:19]#[N:20])[CH3:14]. (4) Given the reactants BrCCBr.[O:5]1[CH2:10][CH2:9][CH2:8][CH2:7][C:6]1=[O:11].Br[C:13]([F:20])([F:19])[C:14]([O:16][CH2:17][CH3:18])=[O:15], predict the reaction product. The product is: [F:19][C:13]([F:20])([C:6]1([OH:11])[CH2:7][CH2:8][CH2:9][CH2:10][O:5]1)[C:14]([O:16][CH2:17][CH3:18])=[O:15].